Dataset: Full USPTO retrosynthesis dataset with 1.9M reactions from patents (1976-2016). Task: Predict the reactants needed to synthesize the given product. (1) Given the product [ClH:14].[C:7](=[O:13])([O:15][CH2:5][CH2:6][NH:1][CH3:2])[O:8][CH2:9][CH2:10][O:11][CH3:12], predict the reactants needed to synthesize it. The reactants are: [N:1]1[CH:6]=[CH:5]C=C[CH:2]=1.[C:7]([Cl:14])(=[O:13])[O:8][CH2:9][CH2:10][O:11][CH3:12].[OH2:15]. (2) Given the product [F:1][C:2]1[C:10]([C:11]2[CH:12]=[CH:13][C:14]([C:17]3([OH:21])[CH2:18][CH2:19][CH2:20]3)=[CH:15][CH:16]=2)=[C:9]([F:22])[CH:8]=[C:7]2[C:3]=1[C:4]([C:23]([OH:26])=[O:24])=[CH:5][NH:6]2, predict the reactants needed to synthesize it. The reactants are: [F:1][C:2]1[C:10]([C:11]2[CH:16]=[CH:15][C:14]([C:17]3([OH:21])[CH2:20][CH2:19][CH2:18]3)=[CH:13][CH:12]=2)=[C:9]([F:22])[CH:8]=[C:7]2[C:3]=1[C:4]([CH:23]=[O:24])=[CH:5][NH:6]2.O.[OH:26]P([O-])(O)=O.[Na+].Cl([O-])=O.[Na+].CC(=CC)C.C(O)(=O)CC(CC(O)=O)(C(O)=O)O. (3) The reactants are: [C:1]([O:4][C:5]1[CH:20]=[C:19]([NH:21][S:22]([C:25]2[C:34]3[C:29](=[CH:30][CH:31]=[CH:32][CH:33]=3)[CH:28]=[CH:27][CH:26]=2)(=[O:24])=[O:23])[CH:18]=[CH:17][C:6]=1[C:7]([O:9]CC1C=CC=CC=1)=[O:8])(=[O:3])[CH3:2].[H][H]. Given the product [C:1]([O:4][C:5]1[CH:20]=[C:19]([NH:21][S:22]([C:25]2[C:34]3[C:29](=[CH:30][CH:31]=[CH:32][CH:33]=3)[CH:28]=[CH:27][CH:26]=2)(=[O:23])=[O:24])[CH:18]=[CH:17][C:6]=1[C:7]([OH:9])=[O:8])(=[O:3])[CH3:2], predict the reactants needed to synthesize it.